From a dataset of Choline transporter screen with 302,306 compounds. Binary Classification. Given a drug SMILES string, predict its activity (active/inactive) in a high-throughput screening assay against a specified biological target. (1) The drug is o1c2c(CN3CCN(CC3)CCO)c(O)ccc2c(=O)c(Oc2c(OCC)cccc2)c1C. The result is 0 (inactive). (2) The drug is Clc1c(/[nH]cc(c1)C(F)(F)F)=C(\N=O)C. The result is 0 (inactive). (3) The molecule is O1CCC(CC1)(c1cc(OC)c(OC)cc1)C(=O)Nc1c(OC)ccc([N+]([O-])=O)c1. The result is 0 (inactive). (4) The drug is s1c(/C=C\C(=O)N2CCc3c2cccc3)ccc1. The result is 0 (inactive).